Dataset: Reaction yield outcomes from USPTO patents with 853,638 reactions. Task: Predict the reaction yield, written as a fraction of the theoretical maximum amount of product (1.0 means a 100% yield; for example, 0.34 means a 34% yield). (1) The yield is 0.990. The catalyst is C(#N)C.CN(C)C1C=CN=CC=1. The reactants are [S:1](Cl)(Cl)=[O:2].[OH:5][C@H:6]([CH3:17])[CH2:7][CH2:8][NH:9][C:10](=[O:16])[O:11][C:12]([CH3:15])([CH3:14])[CH3:13].N1C=CC=CC=1.C(OCC)(=O)C. The product is [CH3:17][C@H:6]1[O:5][S:1](=[O:2])[N:9]([C:10]([O:11][C:12]([CH3:13])([CH3:15])[CH3:14])=[O:16])[CH2:8][CH2:7]1. (2) The reactants are [CH3:1][O:2][CH2:3][CH2:4][O:5][C:6]1[CH:11]=[CH:10][C:9](/[CH:12]=[CH:13]/[C:14]([O:16]CC)=[O:15])=[C:8]([O:19][CH2:20][CH:21]2[CH2:25][CH2:24][CH2:23][O:22]2)[CH:7]=1.[OH-].[Na+]. The catalyst is O1CCCC1.C(O)C. The product is [CH3:1][O:2][CH2:3][CH2:4][O:5][C:6]1[CH:11]=[CH:10][C:9](/[CH:12]=[CH:13]/[C:14]([OH:16])=[O:15])=[C:8]([O:19][CH2:20][CH:21]2[CH2:25][CH2:24][CH2:23][O:22]2)[CH:7]=1. The yield is 0.810.